This data is from Catalyst prediction with 721,799 reactions and 888 catalyst types from USPTO. The task is: Predict which catalyst facilitates the given reaction. (1) Reactant: [CH3:1][N:2]1[C:6]2[CH:7]=[C:8]([O:11][CH3:12])[CH:9]=[CH:10][C:5]=2[N:4]=[C:3]1[CH2:13][O:14][C:15]1[CH:20]=[CH:19][C:18]([C:21]([CH3:27])([OH:26])[C:22]([O:24]C)=[O:23])=[CH:17][CH:16]=1.[ClH:28].O1CCOCC1. Product: [ClH:28].[CH3:1][N:2]1[C:6]2[CH:7]=[C:8]([O:11][CH3:12])[CH:9]=[CH:10][C:5]=2[N:4]=[C:3]1[CH2:13][O:14][C:15]1[CH:20]=[CH:19][C:18]([C:21]([CH3:27])([OH:26])[C:22]([OH:24])=[O:23])=[CH:17][CH:16]=1. The catalyst class is: 5. (2) Reactant: C(NC(C)C)(C)C.C([Li])CCC.[C:13]([N:16]1[CH2:25][CH2:24][C:23]2[C:18](=[CH:19][C:20]([O:28][CH3:29])=[C:21]([O:26][CH3:27])[CH:22]=2)[C:17]21[CH2:34][CH2:33][CH:32]([C:35]([OH:37])=[O:36])[CH2:31][CH:30]2[CH:38]1[C:47]2[C:42](=[CH:43][C:44]([O:50][CH3:51])=[C:45]([O:48][CH3:49])[CH:46]=2)[CH2:41][CH2:40][N:39]1[CH2:52][CH3:53])(=[O:15])[CH3:14].Cl.[O:55]1CC[CH2:57][CH2:56]1. Product: [OH:55][CH:56]([CH3:57])[CH2:14][C:13]([N:16]1[CH2:25][CH2:24][C:23]2[C:18](=[CH:19][C:20]([O:28][CH3:29])=[C:21]([O:26][CH3:27])[CH:22]=2)[C:17]21[CH2:34][CH2:33][CH:32]([C:35]([OH:37])=[O:36])[CH2:31][CH:30]2[CH:38]1[C:47]2[C:42](=[CH:43][C:44]([O:50][CH3:51])=[C:45]([O:48][CH3:49])[CH:46]=2)[CH2:41][CH2:40][N:39]1[CH2:52][CH3:53])=[O:15]. The catalyst class is: 81. (3) Reactant: [O:1]1[CH:5]=[CH:4][N:3]=[C:2]1[C:6]1[CH:11]=[CH:10][C:9]([CH2:12][OH:13])=[CH:8][CH:7]=1.CC(OI1(OC(C)=O)(OC(C)=O)OC(=O)C2C=CC=CC1=2)=O. Product: [O:1]1[CH:5]=[CH:4][N:3]=[C:2]1[C:6]1[CH:7]=[CH:8][C:9]([CH:12]=[O:13])=[CH:10][CH:11]=1. The catalyst class is: 2. (4) Reactant: [N:1]1([C:5]([C:7]2[C:8]3[CH2:9][CH2:10][C:11]([O:28]C)([C:22]4[CH:27]=[CH:26][CH:25]=[CH:24][CH:23]=4)[O:12][C:13]=3[C:14]3[N:18]=[C:17]([CH3:19])[N:16]([CH3:20])[C:15]=3[CH:21]=2)=[O:6])[CH2:4][CH2:3][CH2:2]1.Cl.O.[OH-].[Na+]. Product: [N:1]1([C:5]([C:7]2[C:8]([CH2:9][CH2:10][C:11]([C:22]3[CH:23]=[CH:24][CH:25]=[CH:26][CH:27]=3)=[O:28])=[C:13]([OH:12])[C:14]3[N:18]=[C:17]([CH3:19])[N:16]([CH3:20])[C:15]=3[CH:21]=2)=[O:6])[CH2:2][CH2:3][CH2:4]1. The catalyst class is: 1. (5) Reactant: [C:1]([C:3]1[CH:4]=[C:5]([CH:9]=[CH:10][CH:11]=1)[C:6]([OH:8])=O)#[N:2].ON1C2C=CC=CC=2N=N1.C1(N=C=NC2CCCCC2)CCCCC1.[NH:37]([C:39]1[CH:48]=[CH:47][C:42]([C:43]([O:45][CH3:46])=[O:44])=[CH:41][CH:40]=1)[NH2:38]. Product: [C:1]([C:3]1[CH:4]=[C:5]([CH:9]=[CH:10][CH:11]=1)[C:6]([NH:38][NH:37][C:39]1[CH:40]=[CH:41][C:42]([C:43]([O:45][CH3:46])=[O:44])=[CH:47][CH:48]=1)=[O:8])#[N:2]. The catalyst class is: 410.